From a dataset of Full USPTO retrosynthesis dataset with 1.9M reactions from patents (1976-2016). Predict the reactants needed to synthesize the given product. (1) Given the product [CH2:6]([O:7][C:8](=[O:9])[C:10](=[N:1][OH:3])[C:11](=[O:12])[C:13]1[CH:14]=[CH:15][CH:16]=[CH:17][CH:18]=1)[CH3:5], predict the reactants needed to synthesize it. The reactants are: [N:1]([O-:3])=O.[Na+].[CH3:5][CH2:6][O:7][C:8]([CH2:10][C:11]([C:13]1[CH:18]=[CH:17][CH:16]=[CH:15][CH:14]=1)=[O:12])=[O:9]. (2) The reactants are: [CH3:1][C:2]1[CH:3]=[C:4]([CH:8]=[CH:9][C:10]=1[C:11]([N:13]1[CH2:17][CH2:16][CH2:15][CH2:14]1)=[O:12])[C:5]([OH:7])=O.CN(C(ON1N=NC2C=CC=CC1=2)=[N+](C)C)C.[B-](F)(F)(F)F.C(N(C(C)C)CC)(C)C.[Cl:49][C:50]1[CH:64]=[CH:63][C:53]2[NH:54][C:55]([C@@H:57]([NH2:62])[CH2:58][CH2:59][O:60][CH3:61])=[N:56][C:52]=2[CH:51]=1.ClCl. Given the product [Cl:49][C:50]1[CH:64]=[CH:63][C:53]2[NH:54][C:55]([C@@H:57]([NH:62][C:5](=[O:7])[C:4]3[CH:8]=[CH:9][C:10]([C:11]([N:13]4[CH2:17][CH2:16][CH2:15][CH2:14]4)=[O:12])=[C:2]([CH3:1])[CH:3]=3)[CH2:58][CH2:59][O:60][CH3:61])=[N:56][C:52]=2[CH:51]=1, predict the reactants needed to synthesize it.